From a dataset of Catalyst prediction with 721,799 reactions and 888 catalyst types from USPTO. Predict which catalyst facilitates the given reaction. (1) The catalyst class is: 22. Reactant: [Cl:1][CH2:2][CH2:3][CH2:4][O:5][C:6]1[CH:11]=[CH:10][C:9]([C:12]2[O:13][C:14]([C:18]([OH:20])=O)=[C:15]([CH3:17])[N:16]=2)=[CH:8][CH:7]=1.C(N(CC)CC)C.S(Cl)(Cl)=O.[CH:32]1([CH2:35][NH:36][CH2:37][CH2:38][CH3:39])[CH2:34][CH2:33]1. Product: [Cl:1][CH2:2][CH2:3][CH2:4][O:5][C:6]1[CH:7]=[CH:8][C:9]([C:12]2[O:13][C:14]([C:18]([N:36]([CH2:35][CH:32]3[CH2:34][CH2:33]3)[CH2:37][CH2:38][CH3:39])=[O:20])=[C:15]([CH3:17])[N:16]=2)=[CH:10][CH:11]=1. (2) Reactant: [OH:1][C:2]1[CH:3]=[CH:4][C:5]([C:8]([OH:10])=O)=[N:6][CH:7]=1.C1N=CN(C(N2C=NC=C2)=O)C=1.[CH2:23]([N:27]1[C:35]2[N:34]=[C:33]([Cl:36])[NH:32][C:31]=2[C:30](=[O:37])[N:29]([CH2:38][CH2:39][CH2:40][CH2:41]/[C:42](=[N:45]/[H])/[NH:43]O)[C:28]1=[O:47])[CH2:24][CH2:25][CH3:26]. Product: [CH2:23]([N:27]1[C:35]2[N:34]=[C:33]([Cl:36])[NH:32][C:31]=2[C:30](=[O:37])[N:29]([CH2:38][CH2:39][CH2:40][CH2:41][C:42]2[N:43]=[C:8]([C:5]3[CH:4]=[CH:3][C:2]([OH:1])=[CH:7][N:6]=3)[O:10][N:45]=2)[C:28]1=[O:47])[CH2:24][CH2:25][CH3:26]. The catalyst class is: 16. (3) Reactant: I[C:2]1[CH:9]=[CH:8][C:5]([C:6]#[N:7])=[CH:4][C:3]=1[O:10][CH2:11][O:12][CH3:13].[CH:14]([C:16]1[CH:17]=[C:18](B(O)O)[CH:19]=[CH:20][CH:21]=1)=[O:15].C([O-])([O-])=O.[Cs+].[Cs+]. Product: [CH:14]([C:16]1[CH:21]=[C:20]([C:2]2[CH:9]=[CH:8][C:5]([C:6]#[N:7])=[CH:4][C:3]=2[O:10][CH2:11][O:12][CH3:13])[CH:19]=[CH:18][CH:17]=1)=[O:15]. The catalyst class is: 427. (4) Reactant: C(OC([NH:8][CH2:9][C:10]1([C:18]([OH:20])=[O:19])[C:12]2([CH2:17][CH2:16][CH2:15][CH2:14][CH2:13]2)[CH2:11]1)=O)(C)(C)C.[ClH:21].CCOCC. Product: [ClH:21].[NH2:8][CH2:9][C:10]1([C:18]([OH:20])=[O:19])[C:12]2([CH2:17][CH2:16][CH2:15][CH2:14][CH2:13]2)[CH2:11]1. The catalyst class is: 12. (5) Reactant: [CH3:1][C@@H:2]1[CH2:6][CH2:5][CH2:4][N:3]1[CH2:7][CH2:8][C:9]1[CH:14]=[CH:13][C:12]([C:15]2[CH:20]=[CH:19][C:18]([C:21]3([C:26](O)=[O:27])[CH2:25][CH2:24][CH2:23][CH2:22]3)=[CH:17][CH:16]=2)=[CH:11][CH:10]=1.Cl.[NH2:30][CH2:31][C:32]([O:34][CH3:35])=[O:33].CN(C(ON1N=NC2C=CC=NC1=2)=[N+](C)C)C.F[P-](F)(F)(F)(F)F.Cl. Product: [CH3:1][C@@H:2]1[CH2:6][CH2:5][CH2:4][N:3]1[CH2:7][CH2:8][C:9]1[CH:14]=[CH:13][C:12]([C:15]2[CH:16]=[CH:17][C:18]([C:21]3([C:26]([NH:30][CH2:31][C:32]([O:34][CH3:35])=[O:33])=[O:27])[CH2:25][CH2:24][CH2:23][CH2:22]3)=[CH:19][CH:20]=2)=[CH:11][CH:10]=1. The catalyst class is: 3. (6) Reactant: [H-].[Na+].[N:3]1[CH:4]=[CH:5][N:6]2[CH2:11][CH:10]([OH:12])[CH2:9][CH2:8][C:7]=12.Cl[CH2:14][C:15]([N:17]1[CH2:36][CH2:35][C:20]2[N:21]=[C:22]([NH:25][CH:26]3[CH2:34][C:33]4[C:28](=[CH:29][CH:30]=[CH:31][CH:32]=4)[CH2:27]3)[N:23]=[CH:24][C:19]=2[CH2:18]1)=[O:16].O. Product: [CH2:27]1[C:28]2[C:33](=[CH:32][CH:31]=[CH:30][CH:29]=2)[CH2:34][CH:26]1[NH:25][C:22]1[N:23]=[CH:24][C:19]2[CH2:18][N:17]([C:15](=[O:16])[CH2:14][O:12][CH:10]3[CH2:11][N:6]4[CH:5]=[CH:4][N:3]=[C:7]4[CH2:8][CH2:9]3)[CH2:36][CH2:35][C:20]=2[N:21]=1. The catalyst class is: 9. (7) Product: [F:39][C:2]1([F:1])[CH2:7][CH2:6][CH:5]([NH:8][C:9]([C:11]2[C:15]([CH3:16])=[C:14]([C:17]3[CH:18]=[CH:19][C:20]([OH:23])=[CH:21][CH:22]=3)[N:13]([C:31]3[CH:36]=[CH:35][C:34]([Cl:37])=[CH:33][C:32]=3[Cl:38])[N:12]=2)=[O:10])[CH2:4][CH2:3]1. Reactant: [F:1][C:2]1([F:39])[CH2:7][CH2:6][CH:5]([NH:8][C:9]([C:11]2[C:15]([CH3:16])=[C:14]([C:17]3[CH:22]=[CH:21][C:20]([O:23]CC4C=CC=CC=4)=[CH:19][CH:18]=3)[N:13]([C:31]3[CH:36]=[CH:35][C:34]([Cl:37])=[CH:33][C:32]=3[Cl:38])[N:12]=2)=[O:10])[CH2:4][CH2:3]1. The catalyst class is: 29. (8) Reactant: [Cl:1][C:2]1[CH:8]=[CH:7][C:5]([OH:6])=[CH:4][C:3]=1[OH:9].[C:10](=O)([OH:12])[O-:11].[Na+].Cl. Product: [Cl:1][C:2]1[C:3]([OH:9])=[CH:4][C:5]([OH:6])=[C:7]([CH:8]=1)[C:10]([OH:12])=[O:11]. The catalyst class is: 6. (9) Reactant: [C:1]1([CH2:7][C:8]([OH:10])=O)[CH:6]=[CH:5][CH:4]=[CH:3][CH:2]=1.CN1CCOCC1.ClC(OCC(C)C)=O.[NH2:26][C:27]1[CH:32]=[CH:31][C:30]([C:33]2[CH:41]=[C:40]3[C:36]([CH2:37][N:38]([C@@H:43]([CH:48]([CH3:50])[CH3:49])[C:44]([O:46][CH3:47])=[O:45])[C:39]3=[O:42])=[CH:35][CH:34]=2)=[CH:29][CH:28]=1. Product: [CH3:49][CH:48]([CH3:50])[C@H:43]([N:38]1[CH2:37][C:36]2[C:40](=[CH:41][C:33]([C:30]3[CH:29]=[CH:28][C:27]([NH:26][C:8](=[O:10])[CH2:7][C:1]4[CH:2]=[CH:3][CH:4]=[CH:5][CH:6]=4)=[CH:32][CH:31]=3)=[CH:34][CH:35]=2)[C:39]1=[O:42])[C:44]([O:46][CH3:47])=[O:45]. The catalyst class is: 49.